From a dataset of Full USPTO retrosynthesis dataset with 1.9M reactions from patents (1976-2016). Predict the reactants needed to synthesize the given product. (1) Given the product [C:31]([C:26]1[CH:25]=[C:24]2[C:29]([S:30][C:13]3[C:14]2=[CH:15][C:16]2[C:17]([CH2:20][CH3:21])([CH2:22][CH3:23])[C:18]4[CH:19]=[C:7]([O:6][CH3:5])[CH:8]=[CH:9][C:10]=4[C:11]=2[CH:12]=3)=[CH:28][CH:27]=1)(=[O:33])[CH3:32], predict the reactants needed to synthesize it. The reactants are: [Cl-].[Al+3].[Cl-].[Cl-].[CH3:5][O:6][C:7]1[CH:8]=[CH:9][C:10]2[C:11]3[CH:12]=[C:13]4[S:30][C:29]5[C:24](=[CH:25][CH:26]=[CH:27][CH:28]=5)[C:14]4=[CH:15][C:16]=3[C:17]([CH2:22][CH3:23])([CH2:20][CH3:21])[C:18]=2[CH:19]=1.[C:31](Cl)(=[O:33])[CH3:32]. (2) Given the product [Cl:26][C:25]1[C:24]([Cl:27])=[C:23]([CH3:28])[NH:22][C:21]=1[C:19]([NH:18][CH:15]1[CH2:16][CH2:17][N:12]([C:6]2[CH:5]=[C:4]([C:34]([NH:32][NH2:29])=[O:35])[N:3]=[C:2]([Cl:1])[N:7]=2)[CH2:13][CH2:14]1)=[O:20], predict the reactants needed to synthesize it. The reactants are: [Cl:1][C:2]1[NH:7][C:6]([N:12]2[CH2:17][CH2:16][CH:15]([NH:18][C:19]([C:21]3[NH:22][C:23]([CH3:28])=[C:24]([Cl:27])[C:25]=3[Cl:26])=[O:20])[CH2:14][CH2:13]2)(C(OC)=O)[CH:5]=[CH:4][N:3]=1.[NH2:29]N.C[N:32]([CH:34]=[O:35])C. (3) Given the product [F:1][C:2]1[CH:7]=[CH:6][C:5]([F:8])=[CH:4][C:3]=1[C@:9]1([S:24]([C:27]2[CH:32]=[CH:31][C:30]([C:33]([F:36])([F:35])[F:34])=[CH:29][CH:28]=2)(=[O:26])=[O:25])[CH2:23][C@H:13]2[CH2:14][C@H:15]([CH2:20][CH2:21][OH:37])[S:16](=[O:19])(=[O:18])[NH:17][C@H:12]2[CH2:11][CH2:10]1, predict the reactants needed to synthesize it. The reactants are: [F:1][C:2]1[CH:7]=[CH:6][C:5]([F:8])=[CH:4][C:3]=1[C@:9]1([S:24]([C:27]2[CH:32]=[CH:31][C:30]([C:33]([F:36])([F:35])[F:34])=[CH:29][CH:28]=2)(=[O:26])=[O:25])[CH2:23][C@H:13]2[CH2:14][C@H:15]([CH2:20][CH:21]=C)[S:16](=[O:19])(=[O:18])[NH:17][C@H:12]2[CH2:11][CH2:10]1.[O:37]=[O+][O-].[BH4-].[Na+]. (4) Given the product [N+:13]([C:16]1[CH:21]=[CH:20][C:19]([S:22][CH2:3][C:4]2[N:8]3[CH:9]=[CH:10][CH:11]=[CH:12][C:7]3=[N:6][CH:5]=2)=[CH:18][CH:17]=1)([O-:15])=[O:14], predict the reactants needed to synthesize it. The reactants are: Cl.O[CH2:3][C:4]1[N:8]2[CH:9]=[CH:10][CH:11]=[CH:12][C:7]2=[N:6][CH:5]=1.[N+:13]([C:16]1[CH:21]=[CH:20][C:19]([SH:22])=[CH:18][CH:17]=1)([O-:15])=[O:14].[OH-].[Na+]. (5) Given the product [C:25]1([CH2:31][CH2:32][CH2:33][C:34]([NH:18][C:15]2[CH:16]=[N:17][C:12]([N:9]3[CH2:8][CH2:7][CH:6]([O:5][C:4]4[CH:19]=[CH:20][CH:21]=[CH:22][C:3]=4[C:2]([F:1])([F:23])[F:24])[CH2:11][CH2:10]3)=[CH:13][CH:14]=2)=[O:35])[CH:30]=[CH:29][CH:28]=[CH:27][CH:26]=1, predict the reactants needed to synthesize it. The reactants are: [F:1][C:2]([F:24])([F:23])[C:3]1[CH:22]=[CH:21][CH:20]=[CH:19][C:4]=1[O:5][CH:6]1[CH2:11][CH2:10][N:9]([C:12]2[N:17]=[CH:16][C:15]([NH2:18])=[CH:14][CH:13]=2)[CH2:8][CH2:7]1.[C:25]1([CH2:31][CH2:32][CH2:33][C:34](O)=[O:35])[CH:30]=[CH:29][CH:28]=[CH:27][CH:26]=1.CN(C(ON1N=NC2C=CC=NC1=2)=[N+](C)C)C.F[P-](F)(F)(F)(F)F.CCN(C(C)C)C(C)C.